This data is from Full USPTO retrosynthesis dataset with 1.9M reactions from patents (1976-2016). The task is: Predict the reactants needed to synthesize the given product. (1) Given the product [C:1]([C:5]1[N:10]=[C:9]([N:21]2[CH2:22][CH2:23][N:18]([CH3:17])[CH2:19][CH2:20]2)[C:8]([C:12]([OH:14])=[O:13])=[CH:7][N:6]=1)([CH3:2])([CH3:3])[CH3:4], predict the reactants needed to synthesize it. The reactants are: [C:1]([C:5]1[N:10]=[C:9](Cl)[C:8]([C:12]([O:14]CC)=[O:13])=[CH:7][N:6]=1)([CH3:4])([CH3:3])[CH3:2].[CH3:17][N:18]1[CH2:23][CH2:22][NH:21][CH2:20][CH2:19]1. (2) Given the product [N:34]1([C:2]2[CH:9]=[CH:8][C:7]([C:10]3[CH2:11][C:12]([C:19]4[CH:20]=[C:21]([Cl:27])[C:22]([Cl:26])=[C:23]([Cl:25])[CH:24]=4)([C:15]([F:18])([F:17])[F:16])[CH2:13][N:14]=3)=[CH:6][C:3]=2[C:4]#[N:5])[CH:38]=[N:37][CH:36]=[N:35]1, predict the reactants needed to synthesize it. The reactants are: F[C:2]1[CH:9]=[CH:8][C:7]([C:10]2[CH2:11][C:12]([C:19]3[CH:24]=[C:23]([Cl:25])[C:22]([Cl:26])=[C:21]([Cl:27])[CH:20]=3)([C:15]([F:18])([F:17])[F:16])[CH2:13][N:14]=2)=[CH:6][C:3]=1[C:4]#[N:5].C(=O)(O)O.[K].[K].[NH:34]1[CH:38]=[N:37][CH:36]=[N:35]1. (3) Given the product [CH2:1]([O:3][C:4]([C:5]1[CH2:12][CH:11]([CH2:10][Br:13])[O:7][N:6]=1)=[O:9])[CH3:2], predict the reactants needed to synthesize it. The reactants are: [CH2:1]([O:3][C:4](=[O:9])[C:5](Cl)=[N:6][OH:7])[CH3:2].[CH2:10]([Br:13])[CH:11]=[CH2:12]. (4) Given the product [C:25]([O:1][C:2]1[C:3]([O:13][CH3:14])=[CH:4][C:5]([C:6]([OH:8])=[O:7])=[CH:9][C:10]=1[O:11][CH3:12])(=[O:32])[C:26]1[CH:31]=[CH:30][CH:29]=[CH:28][CH:27]=1, predict the reactants needed to synthesize it. The reactants are: [OH:1][C:2]1[C:10]([O:11][CH3:12])=[CH:9][C:5]([C:6]([OH:8])=[O:7])=[CH:4][C:3]=1[O:13][CH3:14].C(O)(C)C.C(=O)([O-])[O-].[K+].[K+].[C:25](Cl)(=[O:32])[C:26]1[CH:31]=[CH:30][CH:29]=[CH:28][CH:27]=1.